From a dataset of Catalyst prediction with 721,799 reactions and 888 catalyst types from USPTO. Predict which catalyst facilitates the given reaction. (1) Reactant: [Br:1][C:2]1[CH:7]=[C:6]([CH3:8])[C:5]([S:9][C:10]2[C:11]3[NH:34][CH:33]=[CH:32][C:12]=3[N:13]=[C:14]([N:16]([C:24]3[CH:29]=[CH:28][C:27]([C:30]#[N:31])=[CH:26][CH:25]=3)[C:17](=[O:23])[O:18][C:19]([CH3:22])([CH3:21])[CH3:20])[N:15]=2)=[C:4]([CH3:35])[CH:3]=1.[Li+].[CH3:37][Si]([N-][Si](C)(C)C)(C)C.IC. Product: [Br:1][C:2]1[CH:3]=[C:4]([CH3:35])[C:5]([S:9][C:10]2[C:11]3[N:34]([CH3:37])[CH:33]=[CH:32][C:12]=3[N:13]=[C:14]([N:16]([C:24]3[CH:25]=[CH:26][C:27]([C:30]#[N:31])=[CH:28][CH:29]=3)[C:17](=[O:23])[O:18][C:19]([CH3:22])([CH3:21])[CH3:20])[N:15]=2)=[C:6]([CH3:8])[CH:7]=1. The catalyst class is: 1. (2) Reactant: [H-].[Al+3].[Li+].[H-].[H-].[H-].[Br:7][C:8]1[CH:9]=[C:10]([CH:28]=[C:29]([Br:32])[C:30]=1[OH:31])[CH2:11][C@H:12]([C:14]([N:16]1[CH2:21][CH2:20][CH:19]([N:22]2[CH2:27][CH2:26][CH2:25][CH2:24][CH2:23]2)[CH2:18][CH2:17]1)=O)[NH2:13].O.Cl. Product: [NH2:13][C@H:12]([CH2:11][C:10]1[CH:28]=[C:29]([Br:32])[C:30]([OH:31])=[C:8]([Br:7])[CH:9]=1)[CH2:14][N:16]1[CH2:21][CH2:20][CH:19]([N:22]2[CH2:27][CH2:26][CH2:25][CH2:24][CH2:23]2)[CH2:18][CH2:17]1. The catalyst class is: 36. (3) Reactant: [Cl:1][C:2]1[CH:10]=[C:9]([C:11]([NH:13][CH:14]([C:16]2[NH:20][C:19]3[CH:21]=[CH:22][C:23]([Cl:25])=[CH:24][C:18]=3[N:17]=2)[CH3:15])=[O:12])[CH:8]=[CH:7][C:3]=1[C:4](O)=[O:5].C(N(C(C)C)CC)(C)C.[OH:35][C:36]([CH2:38][CH:39]1[NH:44][CH2:43][CH2:42][NH:41][C:40]1=[O:45])=[O:37].ClCl. Product: [Cl:1][C:2]1[CH:10]=[C:9]([CH:8]=[CH:7][C:3]=1[C:4]([N:44]1[CH2:43][CH2:42][NH:41][C:40](=[O:45])[CH:39]1[CH2:38][C:36]([OH:35])=[O:37])=[O:5])[C:11]([NH:13][CH:14]([C:16]1[NH:20][C:19]2[CH:21]=[CH:22][C:23]([Cl:25])=[CH:24][C:18]=2[N:17]=1)[CH3:15])=[O:12]. The catalyst class is: 9. (4) Reactant: Cl[C:2]1[CH:3]=[CH:4][C:5]([N+:15]([O-:17])=[O:16])=[C:6]([N:8]2[C:12]([CH3:13])=[CH:11][CH:10]=[C:9]2[CH3:14])[CH:7]=1.[C:18]([O:22][C:23]([N:25]1[CH2:30][CH2:29][NH:28][CH2:27][CH2:26]1)=[O:24])([CH3:21])([CH3:20])[CH3:19]. Product: [C:18]([O:22][C:23]([N:25]1[CH2:30][CH2:29][N:28]([C:2]2[CH:3]=[CH:4][C:5]([N+:15]([O-:17])=[O:16])=[C:6]([N:8]3[C:12]([CH3:13])=[CH:11][CH:10]=[C:9]3[CH3:14])[CH:7]=2)[CH2:27][CH2:26]1)=[O:24])([CH3:21])([CH3:19])[CH3:20]. The catalyst class is: 31. (5) Reactant: [Cl:1][C:2]1[C:3]([C:9]2[C:14]([F:15])=[CH:13][CH:12]=[C:11]([F:16])[N:10]=2)=[CH:4][C:5](F)=[N:6][CH:7]=1.[OH-].[NH4+:18]. Product: [Cl:1][C:2]1[C:3]([C:9]2[C:14]([F:15])=[CH:13][CH:12]=[C:11]([F:16])[N:10]=2)=[CH:4][C:5]([NH2:18])=[N:6][CH:7]=1. The catalyst class is: 58.